From a dataset of Catalyst prediction with 721,799 reactions and 888 catalyst types from USPTO. Predict which catalyst facilitates the given reaction. (1) Reactant: Cl[C:2]1[N:7]=[C:6]([Cl:8])[CH:5]=[CH:4][N:3]=1.Cl.[OH:10][CH:11]1[CH2:14][NH:13][CH2:12]1.[OH-].[Na+]. Product: [Cl:8][C:6]1[N:7]=[CH:2][N:3]=[C:4]([N:13]2[CH2:14][CH:11]([OH:10])[CH2:12]2)[CH:5]=1. The catalyst class is: 6. (2) Reactant: [Br:1][CH2:2][CH2:3][CH2:4][CH2:5]Br.[CH3:7][C:8](=[CH:10][CH2:11][CH2:12]/[C:13](=[CH:15]/[CH2:16][OH:17])/[CH3:14])[CH3:9].C([N+](CCCC)(CCCC)CCCC)CCC. Product: [CH2:16]([O:17][CH2:5][CH2:4][CH2:3][CH2:2][Br:1])/[CH:15]=[C:13](/[CH2:12][CH2:11][CH:10]=[C:8]([CH3:9])[CH3:7])\[CH3:14]. The catalyst class is: 805. (3) Reactant: [CH:1]1([C:6]([C:11]2[CH:16]=[CH:15][CH:14]=[CH:13][CH:12]=2)([OH:10])[C:7]([OH:9])=[O:8])[CH2:5][CH2:4][CH2:3][CH2:2]1.[CH3:17][N:18]1[CH2:22][CH2:21][CH:20]([OH:23])[CH2:19]1.[Na].[CH3:25]O. Product: [CH3:17][N+:18]1([CH3:25])[CH2:22][CH:21]([O:8][C:7]([C:6]([OH:10])([CH:1]2[CH2:5][CH2:4][CH2:3][CH2:2]2)[C:11]2[CH:16]=[CH:15][CH:14]=[CH:13][CH:12]=2)=[O:9])[CH2:20][CH2:19]1.[CH:1]1([C:6]([OH:10])([C:11]2[CH:12]=[CH:13][CH:14]=[CH:15][CH:16]=2)[C:7]([O:23][CH:20]2[CH2:21][CH2:22][N:18]([CH3:17])[CH2:19]2)=[O:8])[CH2:5][CH2:4][CH2:3][CH2:2]1. The catalyst class is: 194. (4) Reactant: C([Li])CCC.CCCCCC.C(OP([CH2:20][C:21]([O:23][CH2:24][CH3:25])=[O:22])(OCC)=O)C.[Si:26]([O:33][CH2:34][C:35](=O)[CH3:36])([C:29]([CH3:32])([CH3:31])[CH3:30])([CH3:28])[CH3:27].Cl. Product: [Si:26]([O:33][CH2:34][C:35]([CH3:36])=[CH:20][C:21]([O:23][CH2:24][CH3:25])=[O:22])([C:29]([CH3:30])([CH3:31])[CH3:32])([CH3:28])[CH3:27]. The catalyst class is: 7.